This data is from Reaction yield outcomes from USPTO patents with 853,638 reactions. The task is: Predict the reaction yield, written as a fraction of the theoretical maximum amount of product (1.0 means a 100% yield; for example, 0.34 means a 34% yield). (1) The reactants are C[N:2](C)[CH:3]=[CH:4][C:5]([C:7]1[S:8][CH:9]=[C:10]([CH3:12])[CH:11]=1)=O.O.[NH2:15]N. The catalyst is C(O)C. The product is [CH3:12][C:10]1[CH:11]=[C:7]([C:5]2[CH:4]=[CH:3][NH:2][N:15]=2)[S:8][CH:9]=1. The yield is 0.980. (2) The reactants are [CH:1]1([NH:6][C:7]2[N:12]3[N:13]=[C:14]([C:19]4[CH:24]=[CH:23][C:22]([F:25])=[CH:21][CH:20]=4)[C:15]([C:16](=[O:18])[CH3:17])=[C:11]3[CH:10]=[CH:9][CH:8]=2)[CH2:5][CH2:4][CH2:3][CH2:2]1.C(OC(=O)C)C.O.CO[CH:35](OC)[N:36]([CH3:38])[CH3:37]. No catalyst specified. The product is [CH:1]1([NH:6][C:7]2[N:12]3[N:13]=[C:14]([C:19]4[CH:20]=[CH:21][C:22]([F:25])=[CH:23][CH:24]=4)[C:15]([C:16](=[O:18])/[CH:17]=[CH:35]/[N:36]([CH3:38])[CH3:37])=[C:11]3[CH:10]=[CH:9][CH:8]=2)[CH2:2][CH2:3][CH2:4][CH2:5]1. The yield is 0.990. (3) The reactants are C(OC([N:8]1[CH2:13][CH2:12][N:11]([C:14]2[C:19]([Cl:20])=[N:18][CH:17]=[C:16]([O:21][CH2:22][C:23]3[CH:28]=[CH:27][CH:26]=[C:25]([Cl:29])[CH:24]=3)[N:15]=2)[CH2:10][CH2:9]1)=O)(C)(C)C.Cl.CCOCC. The catalyst is O1CCOCC1. The product is [ClH:20].[Cl:20][C:19]1[C:14]([N:11]2[CH2:12][CH2:13][NH:8][CH2:9][CH2:10]2)=[N:15][C:16]([O:21][CH2:22][C:23]2[CH:28]=[CH:27][CH:26]=[C:25]([Cl:29])[CH:24]=2)=[CH:17][N:18]=1. The yield is 0.720. (4) The reactants are [C:1]([O-])(=O)C.[NH2:5][C:6]1[CH:11]=[C:10]([NH2:12])[C:9]([C:13]#[N:14])=[CH:8][NH+:7]=1.C(O)=O.[CH2:18]([NH2:25])[C:19]1[CH:24]=[CH:23][CH:22]=[CH:21][CH:20]=1. The catalyst is O. The product is [NH2:5][C:6]1[N:7]=[CH:8][C:9]2[CH:13]=[N:14][C:1]([NH:25][CH2:18][C:19]3[CH:24]=[CH:23][CH:22]=[CH:21][CH:20]=3)=[N:12][C:10]=2[CH:11]=1. The yield is 0.730. (5) The reactants are Br[C:2]1[CH:3]=[C:4]([O:9][C:10]2[C:11]([F:27])=[C:12]([CH2:17][NH:18][C:19]([C:21]3[NH:25][CH:24]=[N:23][C:22]=3[Cl:26])=[O:20])[CH:13]=[CH:14][C:15]=2[Cl:16])[CH:5]=[C:6]([Cl:8])[CH:7]=1.[CH:28]1([C:31]#[CH:32])[CH2:30][CH2:29]1. The catalyst is C1COCC1.[Cu]I. The product is [Cl:26][C:22]1[N:23]=[CH:24][NH:25][C:21]=1[C:19]([NH:18][CH2:17][C:12]1[CH:13]=[CH:14][C:15]([Cl:16])=[C:10]([O:9][C:4]2[CH:3]=[C:2]([C:32]#[C:31][CH:28]3[CH2:30][CH2:29]3)[CH:7]=[C:6]([Cl:8])[CH:5]=2)[C:11]=1[F:27])=[O:20]. The yield is 0.780. (6) The reactants are [Cl:1][C:2]1[CH:7]=[C:6](Cl)[N:5]2[N:9]=[C:10]([C:12]3[CH:17]=[CH:16][C:15]([CH3:18])=[CH:14][CH:13]=3)[CH:11]=[C:4]2[N:3]=1.[NH:19]1[CH2:24][CH2:23][O:22][CH2:21][CH2:20]1. The catalyst is O1CCOCC1.O. The product is [Cl:1][C:2]1[CH:7]=[C:6]([N:19]2[CH2:24][CH2:23][O:22][CH2:21][CH2:20]2)[N:5]2[N:9]=[C:10]([C:12]3[CH:17]=[CH:16][C:15]([CH3:18])=[CH:14][CH:13]=3)[CH:11]=[C:4]2[N:3]=1. The yield is 0.900. (7) The reactants are [H-].[Na+].[CH3:3][C:4]1[C:12]([CH3:13])=[CH:11][C:7]2[NH:8][CH:9]=[N:10][C:6]=2[CH:5]=1.Cl[CH2:15][C:16]1[CH:26]=[CH:25][C:19]2[N:20]=[C:21]([S:23][CH3:24])[S:22][C:18]=2[CH:17]=1. The catalyst is CN(C=O)C. The product is [CH3:3][C:4]1[C:12]([CH3:13])=[CH:11][C:7]2[N:8]([CH2:15][C:16]3[CH:26]=[CH:25][C:19]4[N:20]=[C:21]([S:23][CH3:24])[S:22][C:18]=4[CH:17]=3)[CH:9]=[N:10][C:6]=2[CH:5]=1. The yield is 0.960.